From a dataset of Catalyst prediction with 721,799 reactions and 888 catalyst types from USPTO. Predict which catalyst facilitates the given reaction. (1) Reactant: [C:1]([O-:4])(=O)[CH3:2].[Na+].[Br:6][C:7]1[CH:8]=[C:9]([CH2:14]C(O)=O)[CH:10]=[CH:11][C:12]=1[OH:13].[OH-].[Na+].Cl. Product: [Br:6][C:7]1[CH:8]=[C:9]([CH2:14][C:1]([CH3:2])=[O:4])[CH:10]=[CH:11][C:12]=1[OH:13]. The catalyst class is: 152. (2) Reactant: [I:1][C:2]1[CH:12]=[CH:11][C:10]2[CH:9]3[CH2:13][CH:5]([CH2:6][N:7]([C:14](=[O:19])C(F)(F)F)[CH2:8]3)[C:4]=2[CH:3]=1.[C:20]([O:24]C(OC([O:24][C:20]([CH3:23])([CH3:22])[CH3:21])=O)=O)([CH3:23])([CH3:22])[CH3:21].O. Product: [C:20]([O:24][C:14]([N:7]1[CH2:6][CH:5]2[CH2:13][CH:9]([C:10]3[CH:11]=[CH:12][C:2]([I:1])=[CH:3][C:4]=32)[CH2:8]1)=[O:19])([CH3:23])([CH3:22])[CH3:21]. The catalyst class is: 5.